Dataset: Peptide-MHC class I binding affinity with 185,985 pairs from IEDB/IMGT. Task: Regression. Given a peptide amino acid sequence and an MHC pseudo amino acid sequence, predict their binding affinity value. This is MHC class I binding data. (1) The peptide sequence is GRNSRFPDK. The MHC is HLA-B73:01 with pseudo-sequence HLA-B73:01. The binding affinity (normalized) is 0.0847. (2) The peptide sequence is DEEAINLFH. The MHC is HLA-A24:03 with pseudo-sequence HLA-A24:03. The binding affinity (normalized) is 0.0847. (3) The peptide sequence is EVADRVIFM. The binding affinity (normalized) is 0.0847. The MHC is HLA-A02:50 with pseudo-sequence HLA-A02:50. (4) The peptide sequence is VHDTNATKL. The MHC is HLA-A26:01 with pseudo-sequence HLA-A26:01. The binding affinity (normalized) is 0.0847. (5) The peptide sequence is ARWMISSAL. The MHC is HLA-C04:01 with pseudo-sequence HLA-C04:01. The binding affinity (normalized) is 0.213. (6) The peptide sequence is TYGPVFMCL. The MHC is HLA-B58:01 with pseudo-sequence HLA-B58:01. The binding affinity (normalized) is 0.0101. (7) The peptide sequence is RKYGCGNMF. The MHC is HLA-B15:03 with pseudo-sequence HLA-B15:03. The binding affinity (normalized) is 0.979. (8) The peptide sequence is MMNRDKIPIY. The MHC is HLA-A11:01 with pseudo-sequence HLA-A11:01. The binding affinity (normalized) is 0.238.